Dataset: Reaction yield outcomes from USPTO patents with 853,638 reactions. Task: Predict the reaction yield, written as a fraction of the theoretical maximum amount of product (1.0 means a 100% yield; for example, 0.34 means a 34% yield). (1) The reactants are [Br:1][C:2]1[N:7]=[CH:6][C:5]([CH2:8][CH2:9][NH:10][CH2:11][CH2:12][O:13][CH3:14])=[CH:4][CH:3]=1.[C:15](O[C:15]([O:17][C:18]([CH3:21])([CH3:20])[CH3:19])=[O:16])([O:17][C:18]([CH3:21])([CH3:20])[CH3:19])=[O:16]. The catalyst is C(Cl)Cl. The product is [Br:1][C:2]1[N:7]=[CH:6][C:5]([CH2:8][CH2:9][N:10]([CH2:11][CH2:12][O:13][CH3:14])[C:15](=[O:16])[O:17][C:18]([CH3:21])([CH3:20])[CH3:19])=[CH:4][CH:3]=1. The yield is 0.590. (2) The reactants are [CH3:1][O:2][N:3]=[C:4]1[C:8]2[CH:9]=[CH:10][CH:11]=[CH:12][C:7]=2[O:6][C:5]1=[N:13][O:14][CH2:15][CH2:16][OH:17].[OH-].[K+].C(O)(=O)C. The catalyst is O. The product is [CH3:1][O:2]/[N:3]=[C:4](/[C:5]1[O:17][CH2:16][CH2:15][O:14][N:13]=1)\[C:8]1[CH:9]=[CH:10][CH:11]=[CH:12][C:7]=1[OH:6]. The yield is 0.677. (3) The reactants are [C:1]([O:8][CH2:9][CH3:10])(=[O:7])[C:2]([O:4]CC)=O.C([O-])C.[Na+].[F:15][C:16]([F:27])([F:26])[C:17]1[CH:22]=[CH:21][C:20]([C:23](=[O:25])[CH3:24])=[CH:19][CH:18]=1. The catalyst is C1(C)C=CC=CC=1. The product is [O:4]=[C:2]([CH2:24][C:23](=[O:25])[C:20]1[CH:19]=[CH:18][C:17]([C:16]([F:15])([F:26])[F:27])=[CH:22][CH:21]=1)[C:1]([O:8][CH2:9][CH3:10])=[O:7]. The yield is 0.860. (4) The reactants are [N:1]([CH2:4][CH2:5][N:6]1[CH:10]=[C:9]([C:11]2[CH:16]=[CH:15][CH:14]=[CH:13][CH:12]=2)[CH:8]=[C:7]1[CH3:17])=[N+]=[N-]. The catalyst is CO.[C].[Pd]. The product is [CH3:17][C:7]1[N:6]([CH2:5][CH2:4][NH2:1])[CH:10]=[C:9]([C:11]2[CH:16]=[CH:15][CH:14]=[CH:13][CH:12]=2)[CH:8]=1. The yield is 0.830. (5) The reactants are [Cl:1][C:2]1[CH:7]=[CH:6][CH:5]=[C:4]([Cl:8])[C:3]=1[N:9]=[C:10]=S.[CH2:12]([O:14][C:15](=[O:32])[C:16]([C:21]1[CH:26]=[CH:25][C:24]([NH2:27])=[C:23]([NH:28][CH3:29])[C:22]=1[C:30]#[N:31])([CH3:20])[C:17](=[O:19])[CH3:18])[CH3:13]. The catalyst is C1COCC1. The product is [CH2:12]([O:14][C:15](=[O:32])[C:16]([C:21]1[CH:26]=[CH:25][C:24]2[N:27]=[C:10]([NH:9][C:3]3[C:2]([Cl:1])=[CH:7][CH:6]=[CH:5][C:4]=3[Cl:8])[N:28]([CH3:29])[C:23]=2[C:22]=1[C:30]#[N:31])([CH3:20])[C:17](=[O:19])[CH3:18])[CH3:13]. The yield is 0.540. (6) The reactants are [Br:1][C:2]1[CH:7]=[C:6]([C:8]([CH3:11])([CH3:10])[CH3:9])[CH:5]=[C:4](Br)[CH:3]=1.C([Li])CCC.C[O:19]B(OC)OC.CC(O)=O.OO. The catalyst is C1COCC1.O. The product is [Br:1][C:2]1[CH:3]=[C:4]([OH:19])[CH:5]=[C:6]([C:8]([CH3:11])([CH3:10])[CH3:9])[CH:7]=1. The yield is 0.820. (7) The reactants are [I:1][C:2]1[CH:3]=[C:4]2[C:8](=[CH:9][CH:10]=1)[NH:7][C:6](=[O:11])[C:5]2=O.[Cl:13][C:14]1[CH:15]=[C:16]([CH:21]=[C:22]([Cl:24])[CH:23]=1)[C:17]([NH:19][NH2:20])=[O:18]. The catalyst is C(O)(=O)C. The product is [Cl:13][C:14]1[CH:15]=[C:16]([CH:21]=[C:22]([Cl:24])[CH:23]=1)[C:17]([NH:19][N:20]=[C:5]1[C:4]2[C:8](=[CH:9][CH:10]=[C:2]([I:1])[CH:3]=2)[NH:7][C:6]1=[O:11])=[O:18]. The yield is 0.690. (8) The reactants are [Br:1][C:2]1[CH:6]=[CH:5][S:4][C:3]=1[CH:7]=[O:8].[CH2:9](O)[CH2:10][OH:11].C1C=CC=CC=1.C1(C)C=CC(S(O)(=O)=O)=CC=1. The catalyst is O. The product is [Br:1][C:2]1[CH:6]=[CH:5][S:4][C:3]=1[CH:7]1[O:11][CH2:10][CH2:9][O:8]1. The yield is 0.740.